From a dataset of Forward reaction prediction with 1.9M reactions from USPTO patents (1976-2016). Predict the product of the given reaction. (1) Given the reactants Br[CH2:2][C:3]1[C:4]([F:11])=[C:5]([CH:8]=[CH:9][CH:10]=1)[C:6]#[N:7].[CH3:12][O-:13].[Na+], predict the reaction product. The product is: [F:11][C:4]1[C:3]([CH2:2][O:13][CH3:12])=[CH:10][CH:9]=[CH:8][C:5]=1[C:6]#[N:7]. (2) Given the reactants FC(F)(F)S(O[C:7]1[C:12]2[O:13][CH:14]([CH2:17][O:18][S:19]([C:22]3[CH:27]=[CH:26][C:25]([CH3:28])=[CH:24][CH:23]=3)(=[O:21])=[O:20])[CH2:15][O:16][C:11]=2[CH:10]=[CH:9][CH:8]=1)(=O)=O.[F:31][C:32]([F:43])([F:42])[C:33]1[CH:38]=[CH:37][CH:36]=[CH:35][C:34]=1B(O)O, predict the reaction product. The product is: [F:31][C:32]([F:43])([F:42])[C:33]1[CH:38]=[CH:37][CH:36]=[CH:35][C:34]=1[C:7]1[C:12]2[O:13][CH:14]([CH2:17][O:18][S:19]([C:22]3[CH:27]=[CH:26][C:25]([CH3:28])=[CH:24][CH:23]=3)(=[O:20])=[O:21])[CH2:15][O:16][C:11]=2[CH:10]=[CH:9][CH:8]=1. (3) The product is: [CH:24]1([C:27]([N:5]2[CH2:6][CH2:7][C:2]([N:8]3[CH2:13][CH2:12][CH:11]([N:14]4[C@@H:18]5[CH2:19][CH2:20][CH2:21][CH2:22][C@H:17]5[NH:16][C:15]4=[O:23])[CH2:10][CH2:9]3)([CH3:1])[CH2:3][CH2:4]2)=[O:28])[CH2:26][CH2:25]1. Given the reactants [CH3:1][C:2]1([N:8]2[CH2:13][CH2:12][CH:11]([N:14]3[C@@H:18]4[CH2:19][CH2:20][CH2:21][CH2:22][C@H:17]4[NH:16][C:15]3=[O:23])[CH2:10][CH2:9]2)[CH2:7][CH2:6][NH:5][CH2:4][CH2:3]1.[CH:24]1([C:27](O)=[O:28])[CH2:26][CH2:25]1.CN(C(ON1N=NC2C=CC=NC1=2)=[N+](C)C)C.F[P-](F)(F)(F)(F)F.C(N(C(C)C)CC)(C)C, predict the reaction product. (4) Given the reactants [NH2:1][C:2]1[CH:3]=[C:4]([CH:14]=[CH:15][C:16]=1[O:17][CH3:18])[C:5]([NH:7][C:8]1[CH:13]=[CH:12][CH:11]=[CH:10][CH:9]=1)=[O:6].[F:19][C:20]([F:49])([F:48])[C:21]1[CH:22]=[C:23]([Bi]([C:23]2[CH:24]=[CH:25][CH:26]=[C:21]([C:20]([F:49])([F:48])[F:19])[CH:22]=2)[C:23]2[CH:24]=[CH:25][CH:26]=[C:21]([C:20]([F:49])([F:48])[F:19])[CH:22]=2)[CH:24]=[CH:25][CH:26]=1.C([O-])(=O)C.C(N(CC)CC)C, predict the reaction product. The product is: [F:19][C:20]([F:49])([F:48])[C:21]1[CH:26]=[C:25]([NH:1][C:2]2[CH:3]=[C:4]([CH:14]=[CH:15][C:16]=2[O:17][CH3:18])[C:5]([NH:7][C:8]2[CH:13]=[CH:12][CH:11]=[CH:10][CH:9]=2)=[O:6])[CH:24]=[CH:23][CH:22]=1. (5) Given the reactants [Si]([O:8][CH2:9][C@@H:10]([N:15]1[C:24]2[C:19](=[CH:20][C:21]([O:27][CH2:28][C:29]3[CH:34]=[CH:33][CH:32]=[C:31]([Cl:35])[C:30]=3[F:36])=[C:22]([O:25][CH3:26])[CH:23]=2)[C:18](=[O:37])[C:17]([C:38]([O:40]CC)=[O:39])=[CH:16]1)[C:11]([CH3:14])([CH3:13])[CH3:12])(C(C)(C)C)(C)C.C[O-].[Na+], predict the reaction product. The product is: [Cl:35][C:31]1[C:30]([F:36])=[C:29]([CH:34]=[CH:33][CH:32]=1)[CH2:28][O:27][C:21]1[CH:20]=[C:19]2[C:24](=[CH:23][C:22]=1[O:25][CH3:26])[N:15]([C@@H:10]([C:11]([CH3:14])([CH3:13])[CH3:12])[CH2:9][OH:8])[CH:16]=[C:17]([C:38]([OH:40])=[O:39])[C:18]2=[O:37]. (6) Given the reactants [Cl:1][C:2]1[CH:7]=[CH:6][C:5]([S:8]([N:11]([CH2:21][C:22]2[CH:30]=[CH:29][C:25]([C:26](O)=[O:27])=[CH:24][CH:23]=2)[C@H:12]([C:15]2[CH:20]=[CH:19][CH:18]=[CH:17][CH:16]=2)[CH2:13][CH3:14])(=[O:10])=[O:9])=[CH:4][CH:3]=1.[NH2:31][CH2:32][CH2:33][C:34]([O:36][CH3:37])=[O:35], predict the reaction product. The product is: [Cl:1][C:2]1[CH:7]=[CH:6][C:5]([S:8]([N:11]([CH2:21][C:22]2[CH:23]=[CH:24][C:25]([C:26]([NH:31][CH2:32][CH2:33][C:34]([O:36][CH3:37])=[O:35])=[O:27])=[CH:29][CH:30]=2)[C@H:12]([C:15]2[CH:20]=[CH:19][CH:18]=[CH:17][CH:16]=2)[CH2:13][CH3:14])(=[O:9])=[O:10])=[CH:4][CH:3]=1.